Dataset: Catalyst prediction with 721,799 reactions and 888 catalyst types from USPTO. Task: Predict which catalyst facilitates the given reaction. (1) Reactant: [O:1]=[C:2]([N:9]1[CH2:14][CH2:13][CH:12]([C:15]2[S:16][CH:17]=[C:18]([C:20]3[CH2:24][CH:23]([C:25]4[CH:30]=[CH:29][CH:28]=[CH:27][C:26]=4[O:31][CH2:32][C:33]#[CH:34])[O:22][N:21]=3)[N:19]=2)[CH2:11][CH2:10]1)[CH2:3][C:4]([O:6][CH2:7][CH3:8])=[O:5].[Br:35]N1C(=O)CCC1=O. Product: [Br:35][CH:3]([C:2](=[O:1])[N:9]1[CH2:14][CH2:13][CH:12]([C:15]2[S:16][CH:17]=[C:18]([C:20]3[CH2:24][CH:23]([C:25]4[CH:30]=[CH:29][CH:28]=[CH:27][C:26]=4[O:31][CH2:32][C:33]#[CH:34])[O:22][N:21]=3)[N:19]=2)[CH2:11][CH2:10]1)[C:4]([O:6][CH2:7][CH3:8])=[O:5]. The catalyst class is: 13. (2) Reactant: [CH3:1][NH:2][CH3:3].CCN(C(C)C)C(C)C.[N+:13]([C:16]1[CH:21]=[CH:20][C:19]([S:22](Cl)(=[O:24])=[O:23])=[CH:18][CH:17]=1)([O-:15])=[O:14]. Product: [CH3:1][N:2]([CH3:3])[S:22]([C:19]1[CH:18]=[CH:17][C:16]([N+:13]([O-:15])=[O:14])=[CH:21][CH:20]=1)(=[O:23])=[O:24]. The catalyst class is: 2. (3) Reactant: [CH3:1][N:2]1[CH2:10][C:9]2[C:8]([N:11]3[CH2:16][CH2:15][O:14][CH2:13][C@@H:12]3[CH3:17])=[N:7][C:6]([C:18]3[CH:24]=[CH:23][C:21]([NH2:22])=[CH:20][CH:19]=3)=[N:5][C:4]=2[CH2:3]1.C([O-])(O)=O.[Na+].Cl[C:31]([O:33][C:34]1[CH:39]=[CH:38][CH:37]=[CH:36][CH:35]=1)=[O:32]. Product: [CH3:1][N:2]1[CH2:10][C:9]2[C:8]([N:11]3[CH2:16][CH2:15][O:14][CH2:13][C@@H:12]3[CH3:17])=[N:7][C:6]([C:18]3[CH:24]=[CH:23][C:21]([NH:22][C:31](=[O:32])[O:33][C:34]4[CH:39]=[CH:38][CH:37]=[CH:36][CH:35]=4)=[CH:20][CH:19]=3)=[N:5][C:4]=2[CH2:3]1. The catalyst class is: 1. (4) Reactant: [F:1][C:2]1[CH:3]=[C:4]([SH:9])[CH:5]=[CH:6][C:7]=1[F:8].I[CH2:11][CH3:12].C(N(CC)CC)C. Product: [CH2:11]([S:9][C:4]1[CH:5]=[CH:6][C:7]([F:8])=[C:2]([F:1])[CH:3]=1)[CH3:12]. The catalyst class is: 10. (5) Reactant: C([O:3][C:4](=[O:37])[C:5]([CH2:29][O:30]C(=O)C(C)(C)C)([CH3:28])[CH2:6][NH:7][C:8]1[N:13]=[C:12]([NH:14][C:15]2[N:20]=[CH:19][C:18]3[N:21]=[C:22]([CH3:27])[N:23]([CH:24]([CH3:26])[CH3:25])[C:17]=3[CH:16]=2)[CH:11]=[CH:10][N:9]=1)C. Product: [OH:30][CH2:29][C:5]([CH3:28])([CH2:6][NH:7][C:8]1[N:13]=[C:12]([NH:14][C:15]2[N:20]=[CH:19][C:18]3[N:21]=[C:22]([CH3:27])[N:23]([CH:24]([CH3:25])[CH3:26])[C:17]=3[CH:16]=2)[CH:11]=[CH:10][N:9]=1)[C:4]([OH:37])=[O:3]. The catalyst class is: 33. (6) The catalyst class is: 1. Product: [CH2:17]([N:14]1[C:15]2[CH:16]=[C:8]3[C:9]([CH:3]=[CH:4][N:5]=[C:6]3[OH:7])=[CH:10][C:11]=2[CH2:12][CH2:13]1)[C:18]1[CH:23]=[CH:22][CH:21]=[CH:20][CH:19]=1. Reactant: CO[CH:3](OC)[CH2:4][NH:5][C:6]([C:8]1[CH:16]=[C:15]2[C:11]([CH2:12][CH2:13][N:14]2[CH2:17][C:18]2[CH:23]=[CH:22][CH:21]=[CH:20][CH:19]=2)=[CH:10][CH:9]=1)=[O:7].B(F)(F)F.CCOCC. (7) Reactant: [C:1]([NH:4][C:5]1[CH:13]=[CH:12][C:8]([C:9](O)=[O:10])=[CH:7][C:6]=1[N+:14]([O-:16])=[O:15])(=[O:3])[CH3:2].C(Cl)(=O)C([Cl:20])=O.C(Cl)(Cl)Cl. Product: [C:1]([NH:4][C:5]1[CH:13]=[CH:12][C:8]([C:9]([Cl:20])=[O:10])=[CH:7][C:6]=1[N+:14]([O-:16])=[O:15])(=[O:3])[CH3:2]. The catalyst class is: 3. (8) Reactant: [CH:1]1[C:6]([N+:7]([O-:9])=[O:8])=[CH:5][CH:4]=[C:3]([OH:10])[CH:2]=1.[F-].[Cs+].S(C1C=CC([N+]([O-])=O)=CC=1)(O[CH2:17][C@H:18]1[O:20][CH2:19]1)(=O)=O.O. Product: [N+:7]([C:6]1[CH:5]=[CH:4][C:3]([O:10][CH2:17][C@H:18]2[O:20][CH2:19]2)=[CH:2][CH:1]=1)([O-:9])=[O:8]. The catalyst class is: 3. (9) The catalyst class is: 1. Reactant: [H-].[Na+].[CH3:3][S:4][C:5]1[CH:10]=[CH:9][C:8]([NH2:11])=[CH:7][CH:6]=1.Cl[C:13]1[C:22]2[C:17](=[CH:18][CH:19]=[CH:20][CH:21]=2)[C:16]([C:23]2[CH:28]=[N:27][CH:26]=[C:25]([N:29]3[CH2:34][CH2:33][O:32][CH2:31][CH2:30]3)[N:24]=2)=[CH:15][N:14]=1.C(Cl)Cl. Product: [CH3:3][S:4][C:5]1[CH:10]=[CH:9][C:8]([NH:11][C:13]2[C:22]3[C:17](=[CH:18][CH:19]=[CH:20][CH:21]=3)[C:16]([C:23]3[CH:28]=[N:27][CH:26]=[C:25]([N:29]4[CH2:34][CH2:33][O:32][CH2:31][CH2:30]4)[N:24]=3)=[CH:15][N:14]=2)=[CH:7][CH:6]=1. (10) Reactant: [F:1][CH2:2][C:3]1[C:8]2[CH:9]=[CH:10][C:11]([O:13][C:14](=[O:18])[N:15]([CH3:17])[CH3:16])=[CH:12][C:7]=2[O:6][C:5](=[O:19])[C:4]=1[CH2:20][C:21]1[CH:26]=[CH:25][CH:24]=[C:23]([N+:27]([O-])=O)[C:22]=1[F:30].O.O.[Sn](Cl)Cl.C(=O)([O-])O.[Na+]. Product: [NH2:27][C:23]1[C:22]([F:30])=[C:21]([CH:26]=[CH:25][CH:24]=1)[CH2:20][C:4]1[C:5](=[O:19])[O:6][C:7]2[CH:12]=[C:11]([O:13][C:14](=[O:18])[N:15]([CH3:17])[CH3:16])[CH:10]=[CH:9][C:8]=2[C:3]=1[CH2:2][F:1]. The catalyst class is: 13.